This data is from Peptide-MHC class I binding affinity with 185,985 pairs from IEDB/IMGT. The task is: Regression. Given a peptide amino acid sequence and an MHC pseudo amino acid sequence, predict their binding affinity value. This is MHC class I binding data. The peptide sequence is YPASLHKFF. The MHC is HLA-A02:11 with pseudo-sequence HLA-A02:11. The binding affinity (normalized) is 0.213.